From a dataset of Reaction yield outcomes from USPTO patents with 853,638 reactions. Predict the reaction yield, written as a fraction of the theoretical maximum amount of product (1.0 means a 100% yield; for example, 0.34 means a 34% yield). (1) The reactants are [NH2:1][C:2]1[CH:7]=[C:6]([Cl:8])[C:5]([CH:9]([C:12]2[N:13]=[N:14][C:15](Cl)=[C:16]([CH:18]([CH3:20])[CH3:19])[CH:17]=2)C#N)=[C:4]([Cl:22])[CH:3]=1.[OH2:23].Cl.[OH-].[Na+]. The catalyst is C(O)(=O)C. The product is [NH2:1][C:2]1[CH:7]=[C:6]([Cl:8])[C:5]([CH2:9][C:12]2[CH:17]=[C:16]([CH:18]([CH3:20])[CH3:19])[C:15](=[O:23])[NH:14][N:13]=2)=[C:4]([Cl:22])[CH:3]=1. The yield is 0.760. (2) The reactants are [CH3:1][O:2][C:3]1[CH:4]=[C:5]([CH:14]=[C:15]([O:19][CH3:20])[C:16]=1[O:17][CH3:18])[CH:6]=[N:7][CH2:8][CH:9]([O:12][CH3:13])[O:10][CH3:11].[BH4-].[Na+]. The catalyst is CO. The product is [CH3:20][O:19][C:15]1[CH:14]=[C:5]([CH:4]=[C:3]([O:2][CH3:1])[C:16]=1[O:17][CH3:18])[CH2:6][NH:7][CH2:8][CH:9]([O:10][CH3:11])[O:12][CH3:13]. The yield is 0.250. (3) The reactants are [Cl:1][C:2]1[CH:7]=[CH:6][CH:5]=[C:4]([Cl:8])[C:3]=1[C:9]1[C:13]([CH2:14][O:15][C:16]2[CH:17]=[C:18]3[C:22](=[CH:23][CH:24]=2)[N:21]([CH2:25][C:26]2[N:31]=[C:30]([C:32]([O:34]C)=[O:33])[CH:29]=[CH:28][CH:27]=2)[CH:20]=[CH:19]3)=[C:12]([CH:36]([CH3:38])[CH3:37])[O:11][N:10]=1.[OH-].[Na+]. The catalyst is O1CCCC1.CO. The product is [Cl:1][C:2]1[CH:7]=[CH:6][CH:5]=[C:4]([Cl:8])[C:3]=1[C:9]1[C:13]([CH2:14][O:15][C:16]2[CH:17]=[C:18]3[C:22](=[CH:23][CH:24]=2)[N:21]([CH2:25][C:26]2[N:31]=[C:30]([C:32]([OH:34])=[O:33])[CH:29]=[CH:28][CH:27]=2)[CH:20]=[CH:19]3)=[C:12]([CH:36]([CH3:38])[CH3:37])[O:11][N:10]=1. The yield is 0.950. (4) The reactants are Cl[C:2]1[C:7]2[C:8](=[O:22])[N:9]([CH2:11][C:12]3[CH:17]=[CH:16][C:15]([O:18][CH3:19])=[CH:14][C:13]=3[O:20][CH3:21])[CH2:10][C:6]=2[C:5]([F:23])=[C:4]([NH:24][C@@H:25]2[CH2:30][CH2:29][CH2:28][CH2:27][C@@H:26]2[NH:31][C:32](=[O:38])[O:33][C:34]([CH3:37])([CH3:36])[CH3:35])[N:3]=1.C(=O)([O-])[O-].[Na+].[Na+].[CH3:45][N:46]1[CH:50]=[C:49](B2OC(C)(C)C(C)(C)O2)[CH:48]=[N:47]1.CCOC(C)=O. The catalyst is COCCOC.O.Cl[Pd](Cl)([P](C1C=CC=CC=1)(C1C=CC=CC=1)C1C=CC=CC=1)[P](C1C=CC=CC=1)(C1C=CC=CC=1)C1C=CC=CC=1. The product is [CH3:21][O:20][C:13]1[CH:14]=[C:15]([O:18][CH3:19])[CH:16]=[CH:17][C:12]=1[CH2:11][N:9]1[CH2:10][C:6]2[C:5]([F:23])=[C:4]([NH:24][C@@H:25]3[CH2:30][CH2:29][CH2:28][CH2:27][C@@H:26]3[NH:31][C:32](=[O:38])[O:33][C:34]([CH3:37])([CH3:36])[CH3:35])[N:3]=[C:2]([C:49]3[CH:48]=[N:47][N:46]([CH3:45])[CH:50]=3)[C:7]=2[C:8]1=[O:22]. The yield is 0.406.